Dataset: Full USPTO retrosynthesis dataset with 1.9M reactions from patents (1976-2016). Task: Predict the reactants needed to synthesize the given product. (1) Given the product [CH2:14]([O:16][C:17]([C:19]1[N:23]2[CH2:24][CH2:25][N:26]([C:11]([C:9]3[CH:10]=[C:5]4[N:4]=[CH:3][C:2]([Br:1])=[CH:7][N:6]4[N:8]=3)=[O:13])[CH:27]([CH3:28])[C:22]2=[N:21][N:20]=1)=[O:18])[CH3:15], predict the reactants needed to synthesize it. The reactants are: [Br:1][C:2]1[CH:3]=[N:4][C:5]2[N:6]([N:8]=[C:9]([C:11]([OH:13])=O)[CH:10]=2)[CH:7]=1.[CH2:14]([O:16][C:17]([C:19]1[N:23]2[CH2:24][CH2:25][NH:26][CH:27]([CH3:28])[C:22]2=[N:21][N:20]=1)=[O:18])[CH3:15]. (2) Given the product [Cl:34][C:2]1[N:7]2[N:8]=[CH:9][CH:10]=[C:6]2[N:5]=[C:4]([C:11]2[CH:20]=[CH:19][C:14]([C:15]([O:17][CH3:18])=[O:16])=[CH:13][CH:12]=2)[CH:3]=1, predict the reactants needed to synthesize it. The reactants are: O=[C:2]1[N:7]2[N:8]=[CH:9][CH:10]=[C:6]2[NH:5][C:4]([C:11]2[CH:20]=[CH:19][C:14]([C:15]([O:17][CH3:18])=[O:16])=[CH:13][CH:12]=2)=[CH:3]1.CCN(C1C=CC=CC=1)CC.P(Cl)(Cl)([Cl:34])=O. (3) Given the product [CH3:32][C:33]1[CH:38]=[C:37]([C:9]2[CH:10]=[N:11][N:12]([C:16]3[CH:31]=[CH:30][C:19]([C:20]([NH:22][CH2:23][CH:24]4[CH2:29][CH2:28][O:27][CH2:26][CH2:25]4)=[O:21])=[CH:18][N:17]=3)[C:13]=2[OH:14])[CH:36]=[C:35]([CH3:42])[N:34]=1, predict the reactants needed to synthesize it. The reactants are: C(O)(C(F)(F)F)=O.Br[C:9]1[CH:10]=[N:11][N:12]([C:16]2[CH:31]=[CH:30][C:19]([C:20]([NH:22][CH2:23][CH:24]3[CH2:29][CH2:28][O:27][CH2:26][CH2:25]3)=[O:21])=[CH:18][N:17]=2)[C:13]=1[O:14]C.[CH3:32][C:33]1[CH:38]=[C:37](B(O)O)[CH:36]=[C:35]([CH3:42])[N:34]=1. (4) Given the product [CH3:16][C:11]1[CH:12]=[CH:13][CH:14]=[CH:15][C:10]=1[C:4]1[C:3]2[O:2][CH:1]([CH2:24][OH:27])[CH2:31][C:8]=2[CH:7]=[CH:6][C:5]=1[Cl:9], predict the reactants needed to synthesize it. The reactants are: [CH3:1][O:2][C:3]1[C:4]([C:10]2[CH:15]=[CH:14][CH:13]=[CH:12][C:11]=2[CH3:16])=[C:5]([Cl:9])[CH:6]=[CH:7][CH:8]=1.Br.[H-].[Na+].C(Br)C=C.[CH2:24]([O:27]CC=C)C=C.[CH2:31](C1C(C(F)(F)F)=CC=C(Cl)C=1O)C=C.C(C1C=CC(Cl)=C(C2C=CC=CC=2C)C=1O)C=C.ClC1C=C(C=CC=1)C(OO)=O.C(=O)([O-])[O-].[K+].[K+].ClC1C2OC(CO)CC=2C(C(F)(F)F)=CC=1. (5) Given the product [NH2:17][CH2:16][C:14]1[CH:13]=[CH:12][C:11]([CH2:18][N:19]([CH2:20][C:21]2[C:26]([CH3:27])=[CH:25][CH:24]=[CH:23][N:22]=2)[CH2:28][C:29]2[C:34]([CH3:35])=[CH:33][CH:32]=[CH:31][N:30]=2)=[C:10]([CH2:9][OH:8])[CH:15]=1, predict the reactants needed to synthesize it. The reactants are: [H-].[H-].[H-].[H-].[Li+].[Al+3].C[O:8][C:9](=O)[C:10]1[CH:15]=[C:14]([C:16]#[N:17])[CH:13]=[CH:12][C:11]=1[CH2:18][N:19]([CH2:28][C:29]1[C:34]([CH3:35])=[CH:33][CH:32]=[CH:31][N:30]=1)[CH2:20][C:21]1[C:26]([CH3:27])=[CH:25][CH:24]=[CH:23][N:22]=1.C(C(C(C([O-])=O)O)O)([O-])=O.[K+].[Na+]. (6) Given the product [O:1]=[C:2]1[C:11]2[C:6](=[CH:7][CH:8]=[CH:9][CH:10]=2)[C:5]2[CH2:12][C:13]3[CH:14]=[CH:15][CH:16]=[CH:17][C:18]=3[C:4]=2[NH:3]1, predict the reactants needed to synthesize it. The reactants are: [O:1]=[C:2]1[C:11]2[C:6](=[CH:7][CH:8]=[CH:9][CH:10]=2)[C:5]2[C:12](=O)[C:13]3[CH:14]=[CH:15][CH:16]=[CH:17][C:18]=3[C:4]=2[NH:3]1.C([SiH](CC)CC)C.CO.C(Cl)Cl. (7) The reactants are: [CH3:1][C:2]1[C:6]([C:7]([OH:9])=O)=[CH:5][O:4][N:3]=1.C1(P(C2C=CC=CC=2)C2C=CC=CC=2)C=CC=CC=1.ClN1C(=O)CCC1=O.[CH:37]1([CH2:40][N:41]2[C:49]3[N:48]=[C:47]([CH2:50][C:51]4[CH:56]=[CH:55][C:54]([NH:57][CH3:58])=[CH:53][CH:52]=4)[NH:46][C:45]=3[C:44](=[O:59])[N:43]([CH2:60][C:61]3[CH:66]=[CH:65][CH:64]=[CH:63][C:62]=3[F:67])[C:42]2=[O:68])[CH2:39][CH2:38]1. Given the product [CH:37]1([CH2:40][N:41]2[C:49]3[N:48]=[C:47]([CH2:50][C:51]4[CH:52]=[CH:53][C:54]([N:57]([CH3:58])[C:7]([C:6]5[C:2]([CH3:1])=[N:3][O:4][CH:5]=5)=[O:9])=[CH:55][CH:56]=4)[NH:46][C:45]=3[C:44](=[O:59])[N:43]([CH2:60][C:61]3[CH:66]=[CH:65][CH:64]=[CH:63][C:62]=3[F:67])[C:42]2=[O:68])[CH2:39][CH2:38]1, predict the reactants needed to synthesize it.